This data is from Forward reaction prediction with 1.9M reactions from USPTO patents (1976-2016). The task is: Predict the product of the given reaction. Given the reactants [CH:1]1[C:10]2[C:5](=[CH:6][CH:7]=[CH:8][CH:9]=2)[C:4]([NH:11][C:12](=[O:20])OC2C=CC=CC=2)=[CH:3][N:2]=1.[CH:21]1([S:27][C:28]2[C:33]([CH2:34][NH2:35])=[CH:32][CH:31]=[C:30]([C:36]([F:39])([F:38])[F:37])[N:29]=2)[CH2:26][CH2:25][CH2:24][CH2:23][CH2:22]1.C(N(CC)CC)C, predict the reaction product. The product is: [CH:21]1([S:27][C:28]2[C:33]([CH2:34][NH:35][C:12]([NH:11][C:4]3[C:5]4[C:10](=[CH:9][CH:8]=[CH:7][CH:6]=4)[CH:1]=[N:2][CH:3]=3)=[O:20])=[CH:32][CH:31]=[C:30]([C:36]([F:38])([F:39])[F:37])[N:29]=2)[CH2:22][CH2:23][CH2:24][CH2:25][CH2:26]1.